From a dataset of Forward reaction prediction with 1.9M reactions from USPTO patents (1976-2016). Predict the product of the given reaction. (1) Given the reactants C[C@@H]1O[C@@H](O[C@H:8]2[C@H:13](O)[C@@H:12](O)[C@H:11](NC(N)=N)[C@@H:10](O)[C@@H:9]2[NH:21][C:22]([NH2:24])=[NH:23])[C@H](O[C@@H]2O[C@@H](CO)[C@H](O)[C@@H](O)[C@@H]2NC)[C@@]1(O)C=O.CC1(C)S[C@@H]2[C@H](N[C:51]([CH2:53][C:54]3C=C[CH:57]=[CH:58][CH:59]=3)=O)C(=O)N2[C@H]1C([O-])=O.[K+], predict the reaction product. The product is: [CH3:51][CH2:53][CH2:54][CH2:59][CH2:58][CH2:57][CH2:8][CH2:13][CH2:12][CH2:11][CH2:10][CH2:9][NH:21][C:22]([NH2:24])=[NH:23]. (2) Given the reactants [N+:1]([C:4]1[CH:16]=[CH:15][C:7]([CH2:8][N:9]2[CH2:14][CH2:13][O:12][CH2:11][CH2:10]2)=[CH:6][CH:5]=1)([O-])=O.Cl.[OH-].[Na+], predict the reaction product. The product is: [N:9]1([CH2:8][C:7]2[CH:15]=[CH:16][C:4]([NH2:1])=[CH:5][CH:6]=2)[CH2:14][CH2:13][O:12][CH2:11][CH2:10]1. (3) The product is: [CH3:1][C:2]1[C:3]([C:19]([O:21][CH2:22][CH3:23])=[O:20])=[C:4]2[CH:9]=[CH:8][CH:7]=[N:6][N:5]2[C:10]=1[CH:11]([CH:13]1[CH2:18][CH2:17][N:16]([CH3:24])[CH2:15][CH2:14]1)[CH3:12]. Given the reactants [CH3:1][C:2]1[C:3]([C:19]([O:21][CH2:22][CH3:23])=[O:20])=[C:4]2[CH:9]=[CH:8][CH:7]=[N:6][N:5]2[C:10]=1[CH:11]([CH:13]1[CH2:18][CH2:17][NH:16][CH2:15][CH2:14]1)[CH3:12].[CH2:24]=O.[Na], predict the reaction product. (4) Given the reactants C[O:2][C:3]([C:5]1[N:6]=[C:7]2[C:12]([C:13]([F:16])([F:15])[F:14])=[CH:11][C:10]([C:17]3[CH:21]=[CH:20][O:19][CH:18]=3)=[CH:9][N:8]2[C:22]=1[CH:23]1[CH2:25][CH2:24]1)=[O:4].CN(C=O)C.[OH-].[Na+].C(O)(=O)CC(CC(O)=O)(C(O)=O)O, predict the reaction product. The product is: [CH:23]1([C:22]2[N:8]3[CH:9]=[C:10]([C:17]4[CH:21]=[CH:20][O:19][CH:18]=4)[CH:11]=[C:12]([C:13]([F:16])([F:14])[F:15])[C:7]3=[N:6][C:5]=2[C:3]([OH:4])=[O:2])[CH2:24][CH2:25]1.